Dataset: Forward reaction prediction with 1.9M reactions from USPTO patents (1976-2016). Task: Predict the product of the given reaction. Given the reactants [CH2:1]([O:3][C:4](=[O:28])[C:5]1[CH:10]=[C:9]([N+:11]([O-])=O)[C:8]([NH:14]CC2C=CC=CC=2)=[CH:7][C:6]=1[O:22][CH2:23][CH2:24][N:25]([CH3:27])[CH3:26])[CH3:2], predict the reaction product. The product is: [CH2:1]([O:3][C:4](=[O:28])[C:5]1[CH:10]=[C:9]([NH2:11])[C:8]([NH2:14])=[CH:7][C:6]=1[O:22][CH2:23][CH2:24][N:25]([CH3:27])[CH3:26])[CH3:2].